From a dataset of Full USPTO retrosynthesis dataset with 1.9M reactions from patents (1976-2016). Predict the reactants needed to synthesize the given product. (1) Given the product [F:22][C:23]1[CH:28]=[CH:27][C:26]([F:29])=[CH:25][C:24]=1[CH2:30][C:31]([N:2]1[C:10]2[C:5](=[CH:6][C:7]([C:11]3[C:19]4[C:18]([NH2:20])=[N:17][CH:16]=[N:15][C:14]=4[N:13]([CH3:21])[CH:12]=3)=[CH:8][CH:9]=2)[CH2:4][CH2:3]1)=[O:32], predict the reactants needed to synthesize it. The reactants are: Cl.[NH:2]1[C:10]2[C:5](=[CH:6][C:7]([C:11]3[C:19]4[C:18]([NH2:20])=[N:17][CH:16]=[N:15][C:14]=4[N:13]([CH3:21])[CH:12]=3)=[CH:8][CH:9]=2)[CH2:4][CH2:3]1.[F:22][C:23]1[CH:28]=[CH:27][C:26]([F:29])=[CH:25][C:24]=1[CH2:30][C:31](O)=[O:32].CN(C(ON1N=NC2C=CC=NC1=2)=[N+](C)C)C.F[P-](F)(F)(F)(F)F.CCN(C(C)C)C(C)C. (2) The reactants are: [N+:1]([C:4]1[CH:9]=[CH:8][CH:7]=[CH:6][C:5]=1[C:10]1[S:11][CH:12]=[N:13][N:14]=1)([O-:3])=[O:2].C(NN[C:19](=[O:29])[C:20]1C=C[CH:23]=[CH:22][C:21]=1[N+]([O-])=O)=O. Given the product [N+:1]([C:4]1[CH:9]=[CH:8][CH:7]=[CH:6][C:5]=1[C:10]1[S:11][C:12]([CH:21]2[CH2:20][CH2:19][O:29][CH2:23][CH2:22]2)=[N:13][N:14]=1)([O-:3])=[O:2], predict the reactants needed to synthesize it. (3) Given the product [F:1][C:2]1[C:7]2[N:8]=[CH:9][S:10][C:6]=2[CH:5]=[C:4]([C:11]([NH:50][O:49][CH2:48][CH2:47][O:46][CH:44]=[CH2:45])=[O:12])[C:3]=1[NH:14][C:15]1[CH:20]=[CH:19][C:18]([Br:21])=[CH:17][C:16]=1[Cl:22], predict the reactants needed to synthesize it. The reactants are: [F:1][C:2]1[C:7]2[N:8]=[CH:9][S:10][C:6]=2[CH:5]=[C:4]([C:11](O)=[O:12])[C:3]=1[NH:14][C:15]1[CH:20]=[CH:19][C:18]([Br:21])=[CH:17][C:16]=1[Cl:22].C1C=CC2N(O)N=NC=2C=1.CCN=C=NCCCN(C)C.[CH:44]([O:46][CH2:47][CH2:48][O:49][NH2:50])=[CH2:45].[NH4+].[Cl-]. (4) The reactants are: F[C:2]1[CH:7]=[C:6]([N+:8]([O-:10])=[O:9])[CH:5]=[C:4]([I:11])[CH:3]=1.C(=O)([O-])[O-].[K+].[K+].[CH3:18][NH:19][CH3:20].O. Given the product [I:11][C:4]1[CH:3]=[C:2]([CH:7]=[C:6]([N+:8]([O-:10])=[O:9])[CH:5]=1)[N:19]([CH3:20])[CH3:18], predict the reactants needed to synthesize it. (5) Given the product [C:16]([NH:15][CH2:14][CH2:13][N:6]1[CH:5]=[CH:4][C:3]2[C:8](=[CH:9][CH:10]=[CH:11][C:2]=2[NH:1][C:27](=[O:28])[CH2:26][C:23]2[CH:24]=[CH:25][C:20]([Cl:19])=[C:21]([F:30])[CH:22]=2)[C:7]1=[O:12])(=[O:18])[CH3:17], predict the reactants needed to synthesize it. The reactants are: [NH2:1][C:2]1[CH:11]=[CH:10][CH:9]=[C:8]2[C:3]=1[CH:4]=[CH:5][N:6]([CH2:13][CH2:14][NH:15][C:16](=[O:18])[CH3:17])[C:7]2=[O:12].[Cl:19][C:20]1[CH:25]=[CH:24][C:23]([CH2:26][C:27](O)=[O:28])=[CH:22][C:21]=1[F:30].F[P-](F)(F)(F)(F)F.C[N+](C)=C(N(C)C)ON1C2N=CC=CC=2N=N1.CN(C)C=O.C(=O)(O)[O-].[Na+]. (6) Given the product [Cl:31][C:18]1[CH:17]=[C:16]([CH:21]=[CH:20][C:19]=1[O:22][CH2:23][C:24]1[CH:29]=[CH:28][CH:27]=[C:26]([F:30])[CH:25]=1)[NH:15][C:9]1[C:8]2[C:13](=[CH:14][C:5]([O:4][CH2:3][CH2:2][N:38]3[CH2:43][CH2:42][CH2:41][CH2:40][CH2:39]3)=[CH:6][C:7]=2[O:32][CH:33]2[CH2:37][CH2:36][O:35][CH2:34]2)[N:12]=[CH:11][N:10]=1, predict the reactants needed to synthesize it. The reactants are: Cl[CH2:2][CH2:3][O:4][C:5]1[CH:14]=[C:13]2[C:8]([C:9]([NH:15][C:16]3[CH:21]=[CH:20][C:19]([O:22][CH2:23][C:24]4[CH:29]=[CH:28][CH:27]=[C:26]([F:30])[CH:25]=4)=[C:18]([Cl:31])[CH:17]=3)=[N:10][CH:11]=[N:12]2)=[C:7]([O:32][CH:33]2[CH2:37][CH2:36][O:35][CH2:34]2)[CH:6]=1.[NH:38]1[CH2:43][CH2:42][CH2:41][CH2:40][CH2:39]1.